This data is from Forward reaction prediction with 1.9M reactions from USPTO patents (1976-2016). The task is: Predict the product of the given reaction. (1) Given the reactants [C:1]([C:4]1[C:5]([F:33])=[C:6]([CH:29]=[CH:30][C:31]=1[F:32])[O:7][CH:8]([C:14]1[O:15][CH:16]=[C:17]([C:19]2[CH:24]=[CH:23][C:22]([C:25]([F:28])([F:27])[F:26])=[CH:21][CH:20]=2)[N:18]=1)[C:9]([O:11]CC)=[O:10])(=[O:3])[NH2:2].[OH-].[Na+], predict the reaction product. The product is: [C:1]([C:4]1[C:5]([F:33])=[C:6]([CH:29]=[CH:30][C:31]=1[F:32])[O:7][CH:8]([C:14]1[O:15][CH:16]=[C:17]([C:19]2[CH:20]=[CH:21][C:22]([C:25]([F:28])([F:27])[F:26])=[CH:23][CH:24]=2)[N:18]=1)[C:9]([OH:11])=[O:10])(=[O:3])[NH2:2]. (2) Given the reactants Br[C:2]1[CH:7]=[CH:6][C:5]([Br:8])=[CH:4][N:3]=1.[CH3:9][N:10]([CH3:17])[CH:11]1[CH2:16][CH2:15][NH:14][CH2:13][CH2:12]1.CC(C)([O-])C.[Na+].N#N.[OH-].[Na+], predict the reaction product. The product is: [Br:8][C:5]1[CH:6]=[CH:7][C:2]([N:14]2[CH2:15][CH2:16][CH:11]([N:10]([CH3:17])[CH3:9])[CH2:12][CH2:13]2)=[N:3][CH:4]=1. (3) Given the reactants [NH:1]1[C:5]2[CH:6]=[CH:7][CH:8]=[CH:9][C:4]=2[N:3]=[C:2]1[C:10]([N:12]1[CH2:15][CH:14]([O:16][C:17]2[C:22]([C:23]3[CH2:28][CH2:27][CH:26]([O:29][Si](C(C)(C)C)(C)C)[CH2:25][CH:24]=3)=[N:21][CH:20]=[CH:19][N:18]=2)[CH2:13]1)=[O:11].CCCC[N+](CCCC)(CCCC)CCCC.[F-], predict the reaction product. The product is: [NH:1]1[C:5]2[CH:6]=[CH:7][CH:8]=[CH:9][C:4]=2[N:3]=[C:2]1[C:10]([N:12]1[CH2:13][CH:14]([O:16][C:17]2[C:22]([C:23]3[CH2:28][CH2:27][CH:26]([OH:29])[CH2:25][CH:24]=3)=[N:21][CH:20]=[CH:19][N:18]=2)[CH2:15]1)=[O:11]. (4) Given the reactants [N+:1]([C:4]1[CH:11]=[CH:10][C:7]([CH:8]=[O:9])=[CH:6][CH:5]=1)([O-:3])=[O:2].[N+:12]([CH3:15])([O-])=O, predict the reaction product. The product is: [NH2:12][CH2:15][CH:8]([OH:9])[C:7]1[CH:6]=[CH:5][C:4]([N+:1]([O-:3])=[O:2])=[CH:11][CH:10]=1. (5) Given the reactants [CH3:1][O:2][C@@H:3]1[CH2:11][C:10]2[C:5](=[CH:6][CH:7]=[CH:8][CH:9]=2)[C@H:4]1[N:12]1C(=O)C2C(=CC=CC=2)C1=O.NN, predict the reaction product. The product is: [CH3:1][O:2][C@@H:3]1[CH2:11][C:10]2[C:5](=[CH:6][CH:7]=[CH:8][CH:9]=2)[C@H:4]1[NH2:12]. (6) Given the reactants [CH2:1](CN)[C:2]1[CH:7]=[CH:6][CH:5]=[CH:4][CH:3]=1.[S:10]1[CH:14]=[CH:13][CH:12]=[C:11]1[CH:15]=O.CCCCCCC.C(OCC)(=O)C.[CH:30]([NH2:33])(C)C, predict the reaction product. The product is: [CH2:1]([N:33]([CH3:30])[CH2:15][C:11]1[S:10][CH:14]=[CH:13][CH:12]=1)[C:2]1[CH:3]=[CH:4][CH:5]=[CH:6][CH:7]=1. (7) The product is: [CH3:49][O:52][C:6]1[CH:5]=[CH:4][C:3]([NH:8][C:9](=[S:35])[NH:10][C:11]2[CH:16]=[CH:15][C:14]([C:17]3[CH:25]=[C:24]4[C:20]([CH2:21][N:22]([C@@H:27]([CH:32]([CH3:34])[CH3:33])[C:28]([O:30][CH3:31])=[O:29])[C:23]4=[O:26])=[CH:19][CH:18]=3)=[CH:13][CH:12]=2)=[CH:2][CH:7]=1. Given the reactants F[C:2]1[CH:7]=[CH:6][CH:5]=[CH:4][C:3]=1[NH:8][C:9](=[S:35])[NH:10][C:11]1[CH:16]=[CH:15][C:14]([C:17]2[CH:25]=[C:24]3[C:20]([CH2:21][N:22]([C@@H:27]([CH:32]([CH3:34])[CH3:33])[C:28]([O:30][CH3:31])=[O:29])[C:23]3=[O:26])=[CH:19][CH:18]=2)=[CH:13][CH:12]=1.NC1C=CC(C2C=C3C(CN([C@@H](C(C)C)C(OC)=O)[C:49]3=[O:52])=CC=2)=CC=1.COC1C=CC(N=C=S)=CC=1, predict the reaction product. (8) Given the reactants [CH:1]1([N:4]2[C:8]([C:9]([O:11][CH2:12][CH3:13])=[O:10])=[C:7]([C:14]([O:16][CH2:17][CH3:18])=[O:15])[NH:6][C:5]2=S)[CH2:3][CH2:2]1.OO, predict the reaction product. The product is: [CH:1]1([N:4]2[C:8]([C:9]([O:11][CH2:12][CH3:13])=[O:10])=[C:7]([C:14]([O:16][CH2:17][CH3:18])=[O:15])[N:6]=[CH:5]2)[CH2:2][CH2:3]1. (9) Given the reactants [NH2:1][CH:2]([C:11]1[C:16]([O:17][CH3:18])=[CH:15][CH:14]=[CH:13][C:12]=1[O:19][CH3:20])[CH2:3][CH:4]([CH3:10])[C:5]([O:7]CC)=O.[NH:21]1[C:29]2[C:24](=[CH:25][C:26]([CH:30]=O)=[CH:27][CH:28]=2)[CH:23]=[CH:22]1, predict the reaction product. The product is: [NH:21]1[C:29]2[C:24](=[CH:25][C:26]([CH2:30][N:1]3[CH:2]([C:11]4[C:12]([O:19][CH3:20])=[CH:13][CH:14]=[CH:15][C:16]=4[O:17][CH3:18])[CH2:3][CH:4]([CH3:10])[C:5]3=[O:7])=[CH:27][CH:28]=2)[CH:23]=[CH:22]1. (10) The product is: [Cl:1][C:2]1[CH:3]=[CH:4][C:5]([CH2:8][C@@H:9]([NH:29][C:30]([C@@H:32]2[CH2:36][CH2:35][C@H:34]([NH2:37])[CH2:33]2)=[O:31])[C:10]([N:12]2[CH2:17][CH2:16][CH:15]([C:18]3[CH:23]=[CH:22][CH:21]=[CH:20][C:19]=3[NH:24][S:25]([CH3:28])(=[O:27])=[O:26])[CH2:14][CH2:13]2)=[O:11])=[CH:6][CH:7]=1. Given the reactants [Cl:1][C:2]1[CH:7]=[CH:6][C:5]([CH2:8][C@@H:9]([NH:29][C:30]([C@@H:32]2[CH2:36][CH2:35][C@H:34]([NH:37]C(OC(C)(C)C)=O)[CH2:33]2)=[O:31])[C:10]([N:12]2[CH2:17][CH2:16][CH:15]([C:18]3[CH:23]=[CH:22][CH:21]=[CH:20][C:19]=3[NH:24][S:25]([CH3:28])(=[O:27])=[O:26])[CH2:14][CH2:13]2)=[O:11])=[CH:4][CH:3]=1.C(O)(C(F)(F)F)=O, predict the reaction product.